Dataset: Forward reaction prediction with 1.9M reactions from USPTO patents (1976-2016). Task: Predict the product of the given reaction. (1) Given the reactants O[O:2][S:3]([O-:5])=O.[K+].[C:7]([O-])(O)=O.[Na+].O.[F:13][C:14]1[C:19]([O:20][CH3:21])=[CH:18][CH:17]=[CH:16][C:15]=1[C:22]1[C:23](=[O:50])[N:24]([CH2:40][C@@H:41]([C:44]2[CH:49]=[CH:48][CH:47]=[CH:46][CH:45]=2)[CH2:42][OH:43])[C:25](=[O:39])[N:26]([CH2:29][C:30]2[C:35](SC)=[CH:34][CH:33]=[CH:32][C:31]=2[F:38])[C:27]=1[CH3:28], predict the reaction product. The product is: [F:13][C:14]1[C:19]([O:20][CH3:21])=[CH:18][CH:17]=[CH:16][C:15]=1[C:22]1[C:23](=[O:50])[N:24]([CH2:40][C@@H:41]([C:44]2[CH:45]=[CH:46][CH:47]=[CH:48][CH:49]=2)[CH2:42][OH:43])[C:25](=[O:39])[N:26]([CH2:29][C:30]2[C:35]([S:3]([CH3:7])(=[O:5])=[O:2])=[CH:34][CH:33]=[CH:32][C:31]=2[F:38])[C:27]=1[CH3:28]. (2) Given the reactants [CH3:1][O:2][C:3]1[CH:8]=[CH:7][C:6]([C:9]#[C:10][C:11]2[CH:12]=[N:13][C:14]3[C:19]([CH:20]=2)=[C:18]2[CH:21]=[CH:22][C:23]([CH3:25])=[CH:24][C:17]2=[N:16][C:15]=3[NH2:26])=[C:5]([CH3:27])[CH:4]=1.C(O)C.[H][H], predict the reaction product. The product is: [CH3:1][O:2][C:3]1[CH:8]=[CH:7][C:6]([CH2:9][CH2:10][C:11]2[CH:12]=[N:13][C:14]3[C:19]([CH:20]=2)=[C:18]2[CH:21]=[CH:22][C:23]([CH3:25])=[CH:24][C:17]2=[N:16][C:15]=3[NH2:26])=[C:5]([CH3:27])[CH:4]=1. (3) Given the reactants [F:1][C:2]1[CH:3]=[C:4]([CH:6]=[CH:7][C:8]=1[F:9])[NH2:5].CCN(C(C)C)C(C)C.Cl[C:20]([O:22][CH2:23][CH3:24])=[O:21], predict the reaction product. The product is: [F:1][C:2]1[CH:3]=[C:4]([NH:5][C:20](=[O:21])[O:22][CH2:23][CH3:24])[CH:6]=[CH:7][C:8]=1[F:9]. (4) Given the reactants Cl[C:2]1[C:3]([CH3:19])=[C:4]([NH:11][C:12]2[CH:13]=[C:14]([OH:18])[CH:15]=[CH:16][CH:17]=2)[C:5]2[N:6]([CH:8]=[CH:9][N:10]=2)[N:7]=1.[NH2:20][C@H:21]1[CH2:26][CH2:25][C@H:24]([NH2:27])[CH2:23][CH2:22]1, predict the reaction product. The product is: [NH2:20][C@H:21]1[CH2:26][CH2:25][C@H:24]([NH:27][C:2]2[C:3]([CH3:19])=[C:4]([NH:11][C:12]3[CH:13]=[C:14]([OH:18])[CH:15]=[CH:16][CH:17]=3)[C:5]3[N:6]([CH:8]=[CH:9][N:10]=3)[N:7]=2)[CH2:23][CH2:22]1. (5) Given the reactants O.O.O.O.O.O.O.O.O(Cl)Cl.[Zr:12].O.O.C(O)(=O)C(O)=O.[P:21](=[O:25])([OH:24])([OH:23])[OH:22], predict the reaction product. The product is: [P:21]([O-:25])([O-:24])([O-:23])=[O:22].[Zr+4:12].[P:21]([O-:25])([O-:24])([O-:23])=[O:22].[P:21]([O-:25])([O-:24])([O-:23])=[O:22].[P:21]([O-:25])([O-:24])([O-:23])=[O:22].[Zr+4:12].[Zr+4:12]. (6) Given the reactants C(Cl)(=O)C(Cl)=O.[F:7][C:8]1[CH:9]=[C:10]([CH:14]=[CH:15][C:16]=1[F:17])[C:11](O)=O.Cl.[NH:19]1[CH2:22][CH2:21][CH2:20]1.C(N(CC)CC)C, predict the reaction product. The product is: [F:7][C:8]1[CH:9]=[C:10]([CH:14]=[CH:15][C:16]=1[F:17])[CH2:11][N:19]1[CH2:22][CH2:21][CH2:20]1. (7) Given the reactants N1C=[CH:4][CH:3]=N1.CC1CCCCC1NC([C:16]1[C:20](Br)=[C:19]([NH:22][C:23](=O)[C:24]2[CH:29]=[CH:28][CH:27]=CC=2Cl)N[N:17]=1)=O.[C:32](Cl)(=O)C.O=[C:37]1NC2C=CC=CC=2C(C2C=CC=CC=2)=N[CH:38]1[NH:54][C:55]([C:57]1[C:61](C)=[C:60]([NH:63][C:64](=[O:72])[C:65]2C=CC=CC=2Cl)[N:59]([C:73]2[CH:78]=[CH:77][CH:76]=[CH:75]N=2)[N:58]=1)=[O:56], predict the reaction product. The product is: [N:22]1([C:19]2[CH:20]=[CH:16][N:17]=[CH:4][CH:3]=2)[CH2:23][CH2:24][CH:29]([CH2:37][CH2:38][NH:54][C:55]([C:57]2[CH:61]=[C:60]([NH:63][C:64](=[O:72])[CH3:65])[N:59]([C:73]3[CH:78]=[CH:77][CH:76]=[CH:75][CH:32]=3)[N:58]=2)=[O:56])[CH2:28][CH2:27]1. (8) Given the reactants [C:1]([C:5]1[N:10]=[CH:9][C:8]([C:11]2[N:12]([C:32](Cl)=[O:33])[C@@:13]([C:25]3[CH:30]=[CH:29][C:28]([Cl:31])=[CH:27][CH:26]=3)([CH3:24])[C@@:14]([C:17]3[CH:22]=[CH:21][C:20]([Cl:23])=[CH:19][CH:18]=3)([CH3:16])[N:15]=2)=[C:7]([O:35][CH2:36][CH3:37])[CH:6]=1)([CH3:4])([CH3:3])[CH3:2].[NH:38]1[CH2:43][CH2:42][C:41](=[O:44])[CH2:40][CH2:39]1, predict the reaction product. The product is: [C:1]([C:5]1[N:10]=[CH:9][C:8]([C:11]2[N:12]([C:32]([N:38]3[CH2:43][CH2:42][C:41](=[O:44])[CH2:40][CH2:39]3)=[O:33])[C@@:13]([C:25]3[CH:26]=[CH:27][C:28]([Cl:31])=[CH:29][CH:30]=3)([CH3:24])[C@@:14]([C:17]3[CH:18]=[CH:19][C:20]([Cl:23])=[CH:21][CH:22]=3)([CH3:16])[N:15]=2)=[C:7]([O:35][CH2:36][CH3:37])[CH:6]=1)([CH3:4])([CH3:2])[CH3:3]. (9) Given the reactants [CH2:1]([N:3]1[CH2:8][CH2:7][N:6]([C:9]2[CH:14]=[CH:13][CH:12]=[C:11]([N+:15]([O-])=O)[CH:10]=2)[C:5](=[O:18])[CH2:4]1)[CH3:2].Cl[C:20]1[N:38]=[C:23]2[C:24]([C:28]3[CH:33]=[CH:32][C:31]([S:34]([CH3:37])(=[O:36])=[O:35])=[CH:30][CH:29]=3)=[CH:25][CH:26]=[CH:27][N:22]2[N:21]=1.[NH2:39][C:40]1[CH:41]=[C:42]([N:46]2[CH2:51][CH2:50][N:49]([CH2:52][CH3:53])[CH2:48][C:47]2=[O:54])[CH:43]=[CH:44][CH:45]=1.C1(P(C2CCCCC2)C2C=CC=CC=2C2C=CC=CC=2P(C2CCCCC2)C2CCCCC2)CCCCC1, predict the reaction product. The product is: [NH2:15][C:11]1[CH:10]=[C:9]([N:6]2[CH2:7][CH2:8][N:3]([CH2:1][CH3:2])[CH2:4][C:5]2=[O:18])[CH:14]=[CH:13][CH:12]=1.[CH2:52]([N:49]1[CH2:50][CH2:51][N:46]([C:42]2[CH:43]=[CH:44][CH:45]=[C:40]([NH:39][C:20]3[N:38]=[C:23]4[C:24]([C:28]5[CH:33]=[CH:32][C:31]([S:34]([CH3:37])(=[O:36])=[O:35])=[CH:30][CH:29]=5)=[CH:25][CH:26]=[CH:27][N:22]4[N:21]=3)[CH:41]=2)[C:47](=[O:54])[CH2:48]1)[CH3:53]. (10) Given the reactants [CH3:1][C:2]1[CH:7]=[CH:6][N:5]=[CH:4][C:3]=1[N:8]1[CH2:12][CH2:11][NH:10][C:9]1=[O:13].Br[C:15]1[CH:20]=[CH:19][N:18]=[C:17]([NH:21][C:22](=[O:24])[CH3:23])[CH:16]=1.N[C@@H]1CCCC[C@H]1N.P([O-])([O-])([O-])=O.[K+].[K+].[K+], predict the reaction product. The product is: [CH3:1][C:2]1[CH:7]=[CH:6][N:5]=[CH:4][C:3]=1[N:8]1[CH2:12][CH2:11][N:10]([C:15]2[CH:20]=[CH:19][N:18]=[C:17]([NH:21][C:22](=[O:24])[CH3:23])[CH:16]=2)[C:9]1=[O:13].